This data is from Forward reaction prediction with 1.9M reactions from USPTO patents (1976-2016). The task is: Predict the product of the given reaction. (1) Given the reactants [CH:1]([O:4][C:5]1[CH:22]=[CH:21][C:20]([S:23]([CH3:26])(=[O:25])=[O:24])=[CH:19][C:6]=1[C:7]([N:9]1[CH2:13][CH2:12][CH:11]([O:14]S(C)(=O)=O)[CH2:10]1)=[O:8])([CH3:3])[CH3:2].O[C:28]1[CH:29]=[C:30]([C:34]([F:37])([F:36])[F:35])[CH:31]=[CH:32][CH:33]=1, predict the reaction product. The product is: [CH:1]([O:4][C:5]1[CH:22]=[CH:21][C:20]([S:23]([CH3:26])(=[O:25])=[O:24])=[CH:19][C:6]=1[C:7]([N:9]1[CH2:13][CH2:12][CH:11]([O:14][C:28]2[CH:33]=[CH:32][CH:31]=[C:30]([C:34]([F:37])([F:36])[F:35])[CH:29]=2)[CH2:10]1)=[O:8])([CH3:3])[CH3:2]. (2) Given the reactants Cl.[CH:2]1[C:12]2[CH2:11][CH2:10][C:9]3[CH:13]=[CH:14][CH:15]=[CH:16][C:8]=3[C:7](=[CH:17][CH2:18][CH2:19][NH2:20])[C:6]=2[CH:5]=[CH:4][CH:3]=1.C(N(CC)CC)C.[C:28]([C:30]1[CH:35]=[CH:34][C:33]([S:36](Cl)(=[O:38])=[O:37])=[CH:32][CH:31]=1)#[N:29], predict the reaction product. The product is: [CH:2]1[C:12]2[CH2:11][CH2:10][C:9]3[CH:13]=[CH:14][CH:15]=[CH:16][C:8]=3[C:7](=[CH:17][CH2:18][CH2:19][NH:20][S:36]([C:33]3[CH:32]=[CH:31][C:30]([C:28]#[N:29])=[CH:35][CH:34]=3)(=[O:38])=[O:37])[C:6]=2[CH:5]=[CH:4][CH:3]=1. (3) Given the reactants [CH3:1][C@H:2]1[CH2:7][CH2:6][C@H:5]([C:8]([N:10]([CH:23]([CH3:25])[CH3:24])[C:11]2[CH:12]=[C:13](B(O)O)[S:14][C:15]=2[C:16]([O:18][CH3:19])=[O:17])=[O:9])[CH2:4][CH2:3]1.Br[C:27]1[CH:32]=[CH:31][C:30]([C:33]2[CH:42]=[C:36]3[N:37]=[C:38]([CH3:41])[CH:39]=[CH:40][N:35]3[N:34]=2)=[CH:29][CH:28]=1.[F-].[Cs+].COCCOC, predict the reaction product. The product is: [CH3:1][CH:2]1[CH2:7][CH2:6][CH:5]([C:8]([N:10]([CH:23]([CH3:25])[CH3:24])[C:11]2[CH:12]=[C:13]([C:27]3[CH:28]=[CH:29][C:30]([C:33]4[CH:42]=[C:36]5[N:37]=[C:38]([CH3:41])[CH:39]=[CH:40][N:35]5[N:34]=4)=[CH:31][CH:32]=3)[S:14][C:15]=2[C:16]([O:18][CH3:19])=[O:17])=[O:9])[CH2:4][CH2:3]1. (4) The product is: [Cl:1][C:2]1[N:11]=[C:10]([NH:13][CH2:14][C:15]2[CH:20]=[CH:19][CH:18]=[CH:17][N:16]=2)[C:9]2[C:4](=[CH:5][CH:6]=[CH:7][CH:8]=2)[N:3]=1. Given the reactants [Cl:1][C:2]1[N:11]=[C:10](Cl)[C:9]2[C:4](=[CH:5][CH:6]=[CH:7][CH:8]=2)[N:3]=1.[NH2:13][CH2:14][C:15]1[CH:20]=[CH:19][CH:18]=[CH:17][N:16]=1, predict the reaction product. (5) Given the reactants [CH3:1][S:2]([NH:5][C:6]1[CH:27]=[CH:26][C:9]([C:10]([NH:12][C:13]2[CH:18]=[CH:17][C:16]([O:19]C)=[C:15]([NH:21][S:22]([CH3:25])(=[O:24])=[O:23])[CH:14]=2)=[O:11])=[CH:8][C:7]=1[O:28]C)(=[O:4])=[O:3].B(Br)(Br)Br.CO, predict the reaction product. The product is: [OH:28][C:7]1[CH:8]=[C:9]([CH:26]=[CH:27][C:6]=1[NH:5][S:2]([CH3:1])(=[O:3])=[O:4])[C:10]([NH:12][C:13]1[CH:18]=[CH:17][C:16]([OH:19])=[C:15]([NH:21][S:22]([CH3:25])(=[O:23])=[O:24])[CH:14]=1)=[O:11].